From a dataset of Forward reaction prediction with 1.9M reactions from USPTO patents (1976-2016). Predict the product of the given reaction. Given the reactants [CH:1]1([C:4]2[CH2:5][C:6](=[O:15])[N:7]([C:9]3[CH:14]=[CH:13][CH:12]=[CH:11][CH:10]=3)[N:8]=2)[CH2:3][CH2:2]1.I[CH3:17], predict the reaction product. The product is: [CH:1]1([C:4]2[N:8]([CH3:17])[N:7]([C:9]3[CH:10]=[CH:11][CH:12]=[CH:13][CH:14]=3)[C:6](=[O:15])[CH:5]=2)[CH2:3][CH2:2]1.